This data is from Reaction yield outcomes from USPTO patents with 853,638 reactions. The task is: Predict the reaction yield, written as a fraction of the theoretical maximum amount of product (1.0 means a 100% yield; for example, 0.34 means a 34% yield). (1) The reactants are [F:1][C:2]1[CH:21]=[CH:20][CH:19]=[CH:18][C:3]=1[CH2:4][N:5]1[C:9]([C:10]2[CH:14]=[CH:13][O:12][N:11]=2)=[CH:8][C:7]([C:15](=[NH:17])[NH2:16])=[N:6]1.CN(C)[CH:24]=[C:25]([O:30][CH3:31])[C:26](OC)=[O:27].N1(C2CCCCCCCCCC2)CCCN=CCCCCC1. The catalyst is ClCCl.[Cl-].[NH4+]. The product is [F:1][C:2]1[CH:21]=[CH:20][CH:19]=[CH:18][C:3]=1[CH2:4][N:5]1[C:9]([C:10]2[CH:14]=[CH:13][O:12][N:11]=2)=[CH:8][C:7]([C:15]2[N:16]=[C:26]([OH:27])[C:25]([O:30][CH3:31])=[CH:24][N:17]=2)=[N:6]1. The yield is 0.350. (2) The reactants are [N:1]1[CH:6]=[CH:5][C:4]([NH2:7])=[C:3]([NH2:8])[CH:2]=1.[C:9](O)(=[O:13])[C:10](O)=[O:11]. The catalyst is Cl. The product is [NH:7]1[C:10](=[O:11])[C:9](=[O:13])[NH:8][C:3]2[CH:2]=[N:1][CH:6]=[CH:5][C:4]1=2. The yield is 0.740. (3) The reactants are Br[C:2]1[CH:11]=[N:10][CH:9]=[C:8]2[C:3]=1[CH:4]=[C:5]([C:13]([NH2:15])=[O:14])[C:6]([CH3:12])=[N:7]2.[Cl:16][C:17]1[CH:22]=[CH:21][C:20](B(O)O)=[CH:19][CH:18]=1.C(=O)([O-])[O-].[Cs+].[Cs+]. The catalyst is O1CCOCC1.O.C1(P([C-]2C=CC=C2)C2C=CC=CC=2)C=CC=CC=1.[C-]1(P(C2C=CC=CC=2)C2C=CC=CC=2)C=CC=C1.[Fe+2].[Pd](Cl)Cl. The product is [Cl:16][C:17]1[CH:22]=[CH:21][C:20]([C:2]2[CH:11]=[N:10][CH:9]=[C:8]3[C:3]=2[CH:4]=[C:5]([C:13]([NH2:15])=[O:14])[C:6]([CH3:12])=[N:7]3)=[CH:19][CH:18]=1. The yield is 0.620.